Dataset: Forward reaction prediction with 1.9M reactions from USPTO patents (1976-2016). Task: Predict the product of the given reaction. (1) Given the reactants [C:1]([CH:3]([CH:11]([C:22]1[CH:27]=[CH:26][CH:25]=[CH:24][C:23]=1[O:28][CH3:29])[C:12]1[C:21]2[C:16](=[CH:17][CH:18]=[CH:19][CH:20]=2)[N:15]=[CH:14][CH:13]=1)[C:4]([O:6][C:7]([CH3:10])([CH3:9])[CH3:8])=[O:5])#[N:2].[H-].[Na+].Cl.[N:33]1[CH:38]=[CH:37][CH:36]=[C:35]([CH2:39]Cl)[CH:34]=1.O, predict the reaction product. The product is: [C:1]([C:3]([CH2:39][C:35]1[CH:34]=[N:33][CH:38]=[CH:37][CH:36]=1)([CH:11]([C:22]1[CH:27]=[CH:26][CH:25]=[CH:24][C:23]=1[O:28][CH3:29])[C:12]1[C:21]2[C:16](=[CH:17][CH:18]=[CH:19][CH:20]=2)[N:15]=[CH:14][CH:13]=1)[C:4]([O:6][C:7]([CH3:8])([CH3:10])[CH3:9])=[O:5])#[N:2]. (2) Given the reactants [NH2:1][CH2:2][CH2:3][CH2:4][CH2:5][CH2:6][CH2:7][CH2:8][CH2:9][N:10]1[C:22]2[C:21]3[CH:20]=[CH:19][CH:18]=[CH:17][C:16]=3[N:15]=[C:14]([NH2:23])[C:13]=2[N:12]=[C:11]1[CH2:24][CH2:25][O:26][CH3:27].[CH3:28][S:29](Cl)(=[O:31])=[O:30], predict the reaction product. The product is: [NH2:23][C:14]1[C:13]2[N:12]=[C:11]([CH2:24][CH2:25][O:26][CH3:27])[N:10]([CH2:9][CH2:8][CH2:7][CH2:6][CH2:5][CH2:4][CH2:3][CH2:2][NH:1][S:29]([CH3:28])(=[O:31])=[O:30])[C:22]=2[C:21]2[CH:20]=[CH:19][CH:18]=[CH:17][C:16]=2[N:15]=1. (3) Given the reactants [CH:1]([C:3]1[S:7][C:6]([NH:8][CH2:9][C:10]([OH:12])=O)=[N:5][CH:4]=1)=[O:2].Cl.[NH2:14][C@@H:15]([CH3:28])[C:16]([NH:18][C@@H:19]([CH3:27])[C:20]([O:22][C:23]([CH3:26])([CH3:25])[CH3:24])=[O:21])=[O:17].C(Cl)CCl, predict the reaction product. The product is: [CH:1]([C:3]1[S:7][C:6]([NH:8][CH2:9][C:10]([NH:14][C@@H:15]([CH3:28])[C:16]([NH:18][C@@H:19]([CH3:27])[C:20]([O:22][C:23]([CH3:26])([CH3:25])[CH3:24])=[O:21])=[O:17])=[O:12])=[N:5][CH:4]=1)=[O:2]. (4) Given the reactants [CH:1]([NH:4][C:5]([C:7]1[C:15]2[C:10](=[N:11][CH:12]=[C:13]([C:16]3[C:24]4[C:19](=[CH:20][C:21]([Cl:26])=[CH:22][C:23]=4[F:25])[N:18]([CH2:27][CH2:28][N:29]4[CH2:34][CH2:33][O:32][CH2:31][CH2:30]4)[N:17]=3)[N:14]=2)[N:9](COCC[Si](C)(C)C)[CH:8]=1)=[O:6])([CH3:3])[CH3:2].FC(F)(F)C(O)=O.C(N)CN.Cl, predict the reaction product. The product is: [ClH:26].[CH:1]([NH:4][C:5]([C:7]1[C:15]2[C:10](=[N:11][CH:12]=[C:13]([C:16]3[C:24]4[C:19](=[CH:20][C:21]([Cl:26])=[CH:22][C:23]=4[F:25])[N:18]([CH2:27][CH2:28][N:29]4[CH2:34][CH2:33][O:32][CH2:31][CH2:30]4)[N:17]=3)[N:14]=2)[NH:9][CH:8]=1)=[O:6])([CH3:3])[CH3:2]. (5) Given the reactants [CH:1]1[C:14]2[C:5](=[N:6][C:7]3[C:12]([CH:13]=2)=[CH:11][CH:10]=[CH:9][CH:8]=3)[C:4]([C:15]([OH:17])=O)=[CH:3][CH:2]=1.[CH:18]1[N:22]=[CH:21][N:20](C([N:20]2[CH:21]=[N:22][CH:18]=[CH:19]2)=O)[CH:19]=1, predict the reaction product. The product is: [N:20]1([C:15]([C:4]2[C:5]3[C:14](=[CH:13][C:12]4[C:7]([N:6]=3)=[CH:8][CH:9]=[CH:10][CH:11]=4)[CH:1]=[CH:2][CH:3]=2)=[O:17])[CH:19]=[CH:18][N:22]=[CH:21]1. (6) Given the reactants [Cl:1][C:2]1[CH:7]=[CH:6][C:5]([C:8]([F:13])([F:12])[C:9]([OH:11])=O)=[C:4]([O:14][CH2:15][CH3:16])[CH:3]=1.P(Cl)(Cl)(Cl)=O.Cl.[NH2:23][CH2:24][C:25]1[CH:26]=[C:27]2[C:31](=[CH:32][CH:33]=1)[C:30](=[O:34])[N:29]([CH:35]1[CH2:40][CH2:39][C:38](=[O:41])[NH:37][C:36]1=[O:42])[CH2:28]2.C(=O)(O)[O-].[Na+], predict the reaction product. The product is: [Cl:1][C:2]1[CH:7]=[CH:6][C:5]([C:8]([F:13])([F:12])[C:9]([NH:23][CH2:24][C:25]2[CH:26]=[C:27]3[C:31](=[CH:32][CH:33]=2)[C:30](=[O:34])[N:29]([CH:35]2[CH2:40][CH2:39][C:38](=[O:41])[NH:37][C:36]2=[O:42])[CH2:28]3)=[O:11])=[C:4]([O:14][CH2:15][CH3:16])[CH:3]=1.